The task is: Predict the reaction yield, written as a fraction of the theoretical maximum amount of product (1.0 means a 100% yield; for example, 0.34 means a 34% yield).. This data is from Reaction yield outcomes from USPTO patents with 853,638 reactions. The reactants are [C:1]([C:3]1[CH:28]=[CH:27][C:6]([CH2:7][N:8]2[CH2:13][CH2:12][CH:11]([NH:14][C:15]([C:17]3[CH:26]=[CH:25][C:20]([C:21]([O:23]C)=[O:22])=[CH:19][CH:18]=3)=[O:16])[CH2:10][CH2:9]2)=[CH:5][CH:4]=1)#[N:2].[OH-].[Li+].Cl. The catalyst is CO.C1COCC1.O. The product is [C:1]([C:3]1[CH:4]=[CH:5][C:6]([CH2:7][N:8]2[CH2:9][CH2:10][CH:11]([NH:14][C:15]([C:17]3[CH:18]=[CH:19][C:20]([C:21]([OH:23])=[O:22])=[CH:25][CH:26]=3)=[O:16])[CH2:12][CH2:13]2)=[CH:27][CH:28]=1)#[N:2]. The yield is 0.830.